Dataset: Reaction yield outcomes from USPTO patents with 853,638 reactions. Task: Predict the reaction yield, written as a fraction of the theoretical maximum amount of product (1.0 means a 100% yield; for example, 0.34 means a 34% yield). The reactants are [Br:1][C:2]1[CH:3]=[C:4]([CH2:8][C:9]([OH:11])=[O:10])[CH:5]=[CH:6][CH:7]=1.OS(O)(=O)=O.[CH3:17]O. No catalyst specified. The product is [Br:1][C:2]1[CH:3]=[C:4]([CH2:8][C:9]([O:11][CH3:17])=[O:10])[CH:5]=[CH:6][CH:7]=1. The yield is 0.690.